This data is from Catalyst prediction with 721,799 reactions and 888 catalyst types from USPTO. The task is: Predict which catalyst facilitates the given reaction. Reactant: C(OC(=O)[NH:7][C:8]1[CH:13]=[CH:12][C:11]([C:14]2[N:15]([CH:31]3[CH2:34][CH2:33][CH2:32]3)[C:16]3[C:21]([C:22]=2[C:23]#[N:24])=[CH:20][CH:19]=[C:18]([O:25][CH2:26][S:27]([CH3:30])(=[O:29])=[O:28])[CH:17]=3)=[CH:10][CH:9]=1)(C)(C)C.C(O)(C(F)(F)F)=O. Product: [NH2:7][C:8]1[CH:9]=[CH:10][C:11]([C:14]2[N:15]([CH:31]3[CH2:34][CH2:33][CH2:32]3)[C:16]3[C:21]([C:22]=2[C:23]#[N:24])=[CH:20][CH:19]=[C:18]([O:25][CH2:26][S:27]([CH3:30])(=[O:29])=[O:28])[CH:17]=3)=[CH:12][CH:13]=1. The catalyst class is: 2.